From a dataset of Catalyst prediction with 721,799 reactions and 888 catalyst types from USPTO. Predict which catalyst facilitates the given reaction. (1) Reactant: [F:1][C:2]1[CH:7]=[CH:6][C:5]([CH2:8][C:9]2[C:18]3[C:13](=[CH:14][CH:15]=[CH:16][CH:17]=3)[C:12](=[O:19])[NH:11][N:10]=2)=[CH:4][C:3]=1[N:20]1[C:24](=[O:25])[CH:23]([CH3:26])[N:22]([CH2:27][CH2:28][OH:29])[C:21]1=[O:30].C(N(CC)CC)C.[CH3:38][S:39](Cl)(=[O:41])=[O:40]. Product: [F:1][C:2]1[CH:7]=[CH:6][C:5]([CH2:8][C:9]2[C:18]3[C:13](=[CH:14][CH:15]=[CH:16][CH:17]=3)[C:12](=[O:19])[NH:11][N:10]=2)=[CH:4][C:3]=1[N:20]1[C:24](=[O:25])[CH:23]([CH3:26])[N:22]([CH2:27][CH2:28][O:29][S:39]([CH3:38])(=[O:41])=[O:40])[C:21]1=[O:30]. The catalyst class is: 34. (2) Product: [CH2:7]([N:14]([C@@H:15]([CH3:18])[CH2:16][OH:17])[CH2:3][C@H:2]([OH:4])[CH2:1][O:5][CH3:6])[C:8]1[CH:13]=[CH:12][CH:11]=[CH:10][CH:9]=1. Reactant: [CH2:1]([O:5][CH3:6])[C@H:2]1[O:4][CH2:3]1.[CH2:7]([NH:14][C@@H:15]([CH3:18])[CH2:16][OH:17])[C:8]1[CH:13]=[CH:12][CH:11]=[CH:10][CH:9]=1. The catalyst class is: 5. (3) Reactant: Br[C:2]1[CH:3]=[C:4]([F:18])[C:5]([F:17])=[C:6]([CH:16]=1)[O:7][CH2:8][CH2:9][CH2:10][C:11]([O:13][CH2:14][CH3:15])=[O:12].[Cu][C:20]#[N:21]. The catalyst class is: 3. Product: [C:20]([C:2]1[CH:3]=[C:4]([F:18])[C:5]([F:17])=[C:6]([CH:16]=1)[O:7][CH2:8][CH2:9][CH2:10][C:11]([O:13][CH2:14][CH3:15])=[O:12])#[N:21]. (4) The catalyst class is: 5. Product: [CH3:1][C:2]([O:5][C:6]([NH:8][C:9]([N:18]1[CH2:32][CH2:31][N:30]([C:36]([O:38][CH2:39][C:40]2[CH:41]=[CH:42][CH:43]=[CH:44][CH:45]=2)=[O:37])[CH2:35][CH2:22]1)=[N:10][C:11]([O:13][C:14]([CH3:16])([CH3:17])[CH3:15])=[O:12])=[O:7])([CH3:3])[CH3:4]. Reactant: [CH3:1][C:2]([O:5][C:6]([NH:8][C:9]([N:18]1[CH:22]=CC=N1)=[N:10][C:11]([O:13][C:14]([CH3:17])([CH3:16])[CH3:15])=[O:12])=[O:7])([CH3:4])[CH3:3].C(N(CC)CC)C.[N:30]1([C:36]([O:38][CH2:39][C:40]2[CH:45]=[CH:44][CH:43]=[CH:42][CH:41]=2)=[O:37])[CH2:35]CN[CH2:32][CH2:31]1.